This data is from Forward reaction prediction with 1.9M reactions from USPTO patents (1976-2016). The task is: Predict the product of the given reaction. (1) Given the reactants Br[C:2]1[CH:3]=[C:4]2[C:8](=[CH:9][CH:10]=1)[N:7]([C:11]([C:13]1[CH:18]=[CH:17][CH:16]=[CH:15][C:14]=1[CH3:19])=[O:12])[CH2:6][CH2:5]2.[B:20]1([B:20]2[O:24][C:23]([CH3:26])([CH3:25])[C:22]([CH3:28])([CH3:27])[O:21]2)[O:24][C:23]([CH3:26])([CH3:25])[C:22]([CH3:28])([CH3:27])[O:21]1.C([O-])(=O)C.[K+], predict the reaction product. The product is: [CH3:27][C:22]1([CH3:28])[C:23]([CH3:26])([CH3:25])[O:24][B:20]([C:2]2[CH:3]=[C:4]3[C:8](=[CH:9][CH:10]=2)[N:7]([C:11]([C:13]2[CH:18]=[CH:17][CH:16]=[CH:15][C:14]=2[CH3:19])=[O:12])[CH2:6][CH2:5]3)[O:21]1. (2) Given the reactants [CH3:1][O:2][C:3]1[CH:4]=[C:5]([CH:8]=[C:9]([O:13][CH3:14])[C:10]=1[O:11]C)[CH:6]=[O:7].S(=O)(=O)(O)O, predict the reaction product. The product is: [CH3:14][O:13][C:9]1[CH:8]=[C:5]([CH:4]=[C:3]([O:2][CH3:1])[C:10]=1[OH:11])[CH:6]=[O:7]. (3) The product is: [CH:1]1([C:4]2[CH:5]=[C:6]([C@@H:16]([CH2:32][C@H:33]3[CH2:37][CH2:36][C:35](=[O:38])[CH2:34]3)[C:17]([NH:19][C:20]3[CH:24]=[CH:23][NH:22][N:21]=3)=[O:18])[CH:7]=[CH:8][C:9]=2[S:10]([CH:13]2[CH2:15][CH2:14]2)(=[O:11])=[O:12])[CH2:2][CH2:3]1. Given the reactants [CH:1]1([C:4]2[CH:5]=[C:6]([C@@H:16]([CH2:32][C@H:33]3[CH2:37][CH2:36][C:35](=[O:38])[CH2:34]3)[C:17]([NH:19][C:20]3[CH:24]=[CH:23][N:22](C(OC(C)(C)C)=O)[N:21]=3)=[O:18])[CH:7]=[CH:8][C:9]=2[S:10]([CH:13]2[CH2:15][CH2:14]2)(=[O:12])=[O:11])[CH2:3][CH2:2]1.Cl.C(OCC)(=O)C, predict the reaction product. (4) Given the reactants O=S1(=O)[CH2:7][CH2:6][N:5]([CH2:8][CH2:9][NH:10][C@:11]23[CH2:45][CH2:44][C@@H:43]([CH:46]([CH3:48])[CH3:47])[C@@H:12]2[C@@H:13]2[C@@:26]([CH3:29])([CH2:27][CH2:28]3)[C@@:25]3([CH3:30])[C@@H:16]([C@:17]4([CH3:42])[C@@H:22]([CH2:23][CH2:24]3)[C:21]([CH3:32])([CH3:31])[C@@H:20]([C:33]3[CH:41]=[CH:40][C:36]([C:37]([OH:39])=[O:38])=[CH:35][CH:34]=3)[CH2:19][CH2:18]4)[CH2:15][CH2:14]2)[CH2:4][CH2:3]1.ClCCN1CC[O:56]CC1, predict the reaction product. The product is: [CH:46]([C@H:43]1[C@@H:12]2[C@@H:13]3[C@@:26]([CH3:29])([CH2:27][CH2:28][C@@:11]2([NH:10][CH2:9][CH2:8][N:5]2[CH2:4][CH2:3][O:56][CH2:7][CH2:6]2)[CH2:45][CH2:44]1)[C@@:25]1([CH3:30])[C@@H:16]([C@:17]2([CH3:42])[C@@H:22]([CH2:23][CH2:24]1)[C:21]([CH3:31])([CH3:32])[C@@H:20]([C:33]1[CH:34]=[CH:35][C:36]([C:37]([OH:39])=[O:38])=[CH:40][CH:41]=1)[CH2:19][CH2:18]2)[CH2:15][CH2:14]3)([CH3:47])[CH3:48]. (5) Given the reactants [O-]CC.[Na+].[CH2:5]([O:7][C:8](=[O:14])[C:9](OCC)=[O:10])[CH3:6].[CH2:15]([O:17][C:18](=[O:29])[CH2:19][O:20][C:21]1[CH:26]=[CH:25][CH:24]=[C:23]([O:27][CH3:28])[CH:22]=1)[CH3:16].Cl, predict the reaction product. The product is: [CH2:15]([O:17][C:18](=[O:29])[CH:19]([O:20][C:21]1[CH:26]=[CH:25][CH:24]=[C:23]([O:27][CH3:28])[CH:22]=1)[C:9](=[O:10])[C:8]([O:7][CH2:5][CH3:6])=[O:14])[CH3:16]. (6) Given the reactants C([SiH](CC)CC)C.FC(F)(F)C(O)=O.[Cl:15][C:16]1[CH:17]=[CH:18][C:19]2[N:20]([N:22]=[C:23]([N:37]3[CH2:42][CH2:41][O:40][CH2:39][CH2:38]3)[C:24]=2[CH:25](O)[C:26]2[N:31]=[C:30]([C:32]([O:34][CH3:35])=[O:33])[CH:29]=[CH:28][CH:27]=2)[CH:21]=1.C(=O)(O)[O-].[Na+], predict the reaction product. The product is: [Cl:15][C:16]1[CH:17]=[CH:18][C:19]2[N:20]([N:22]=[C:23]([N:37]3[CH2:42][CH2:41][O:40][CH2:39][CH2:38]3)[C:24]=2[CH2:25][C:26]2[N:31]=[C:30]([C:32]([O:34][CH3:35])=[O:33])[CH:29]=[CH:28][CH:27]=2)[CH:21]=1. (7) The product is: [CH3:1][C:2]1([CH3:30])[N:7]2[C:8]3[CH:9]=[C:10]([C:15]([NH:17][C:18]4[N:19]=[C:20]([C:24]([OH:26])=[O:25])[N:21]([CH3:23])[CH:22]=4)=[O:16])[CH:11]=[CH:12][C:13]=3[CH:14]=[C:6]2[C:5](=[O:29])[NH:4][CH2:3]1. Given the reactants [CH3:1][C:2]1([CH3:30])[N:7]2[C:8]3[CH:9]=[C:10]([C:15]([NH:17][C:18]4[N:19]=[C:20]([C:24]([O:26]CC)=[O:25])[N:21]([CH3:23])[CH:22]=4)=[O:16])[CH:11]=[CH:12][C:13]=3[CH:14]=[C:6]2[C:5](=[O:29])[NH:4][CH2:3]1.[OH-].[Na+].Cl, predict the reaction product. (8) Given the reactants [NH2:1][C:2]1[CH:22]=[CH:21][C:5]2[CH2:6][CH2:7][N:8]([C:11]([O:13][CH2:14][C:15]3[CH:20]=[CH:19][CH:18]=[CH:17][CH:16]=3)=[O:12])[CH2:9][CH2:10][C:4]=2[CH:3]=1.N1C=CC=CC=1.[C:29]1([CH3:39])[CH:34]=[CH:33][C:32]([S:35](Cl)(=[O:37])=[O:36])=[CH:31][CH:30]=1.C([O-])(O)=O.[Na+], predict the reaction product. The product is: [CH2:14]([O:13][C:11]([N:8]1[CH2:7][CH2:6][C:5]2[CH:21]=[CH:22][C:2]([NH:1][S:35]([C:32]3[CH:33]=[CH:34][C:29]([CH3:39])=[CH:30][CH:31]=3)(=[O:37])=[O:36])=[CH:3][C:4]=2[CH2:10][CH2:9]1)=[O:12])[C:15]1[CH:16]=[CH:17][CH:18]=[CH:19][CH:20]=1. (9) Given the reactants [C:1]1([C@@H:7]2[CH2:9][C@H:8]2[NH:10][CH2:11][C@H:12]2[CH2:17][CH2:16][C@H:15]([NH:18]C(=O)OC(C)(C)C)[CH2:14][CH2:13]2)[CH:6]=[CH:5][CH:4]=[CH:3][CH:2]=1.C(N(CC)CC)C.[F:33][C:34]([F:45])([F:44])[C:35](O[C:35](=[O:36])[C:34]([F:45])([F:44])[F:33])=[O:36].C([O-])([O-])=O.[Na+].[Na+], predict the reaction product. The product is: [NH2:18][C@H:15]1[CH2:14][CH2:13][C@H:12]([CH2:11][N:10]([C@@H:8]2[CH2:9][C@H:7]2[C:1]2[CH:2]=[CH:3][CH:4]=[CH:5][CH:6]=2)[C:35](=[O:36])[C:34]([F:45])([F:44])[F:33])[CH2:17][CH2:16]1.